This data is from Full USPTO retrosynthesis dataset with 1.9M reactions from patents (1976-2016). The task is: Predict the reactants needed to synthesize the given product. Given the product [Cl:13][C:14]1[CH:15]=[CH:16][C:17]([C:20]2[CH:11]=[CH:12][N:8]3[C:1](=[O:2])[NH:3][N:10]=[C:9]3[C:21]=2[C:28]2[CH:29]=[CH:30][N:31]=[CH:32][CH:33]=2)=[CH:18][CH:19]=1, predict the reactants needed to synthesize it. The reactants are: [C:1]([N:8]1[CH:12]=[CH:11][N:10]=[CH:9]1)([N:3]1C=CN=C1)=[O:2].[Cl:13][C:14]1[CH:19]=[CH:18][C:17]([C:20]2C=CN=C(NN)[C:21]=2[C:28]2[CH:33]=[CH:32][N:31]=[CH:30][CH:29]=2)=[CH:16][CH:15]=1.O.